From a dataset of Reaction yield outcomes from USPTO patents with 853,638 reactions. Predict the reaction yield, written as a fraction of the theoretical maximum amount of product (1.0 means a 100% yield; for example, 0.34 means a 34% yield). (1) The reactants are [OH-].[Na+].[OH:3][CH2:4][CH:5]1[CH2:10][CH2:9][CH2:8][N:7]([C:11]2[CH:12]=[CH:13][C:14]([CH3:32])=[C:15]([CH:31]=2)[C:16]([NH:18][C:19]2[C:28]([CH3:29])=[CH:27][C:22]([C:23]([O:25]C)=[O:24])=[CH:21][C:20]=2[CH3:30])=[O:17])[CH2:6]1.CO. The catalyst is C1COCC1. The product is [OH:3][CH2:4][CH:5]1[CH2:10][CH2:9][CH2:8][N:7]([C:11]2[CH:12]=[CH:13][C:14]([CH3:32])=[C:15]([CH:31]=2)[C:16]([NH:18][C:19]2[C:20]([CH3:30])=[CH:21][C:22]([C:23]([OH:25])=[O:24])=[CH:27][C:28]=2[CH3:29])=[O:17])[CH2:6]1. The yield is 0.900. (2) The reactants are [Br:1][C:2]1[CH:3]=[C:4]([OH:11])[CH:5]=[C:6]([N+:8]([O-:10])=[O:9])[CH:7]=1.C([O-])([O-])=O.[K+].[K+].[CH2:18](Br)[C:19]1[CH:24]=[CH:23][CH:22]=[CH:21][CH:20]=1. The catalyst is CC(C)=O.O. The product is [CH2:18]([O:11][C:4]1[CH:5]=[C:6]([N+:8]([O-:10])=[O:9])[CH:7]=[C:2]([Br:1])[CH:3]=1)[C:19]1[CH:24]=[CH:23][CH:22]=[CH:21][CH:20]=1. The yield is 0.910. (3) The catalyst is [Pd].CO. The yield is 0.683. The product is [CH3:1][NH:8][CH2:9][CH2:10][NH:11][C:12](=[O:18])[O:13][C:14]([CH3:16])([CH3:15])[CH3:17]. The reactants are [CH2:1]([N:8](C)[CH2:9][CH2:10][NH:11][C:12](=[O:18])[O:13][C:14]([CH3:17])([CH3:16])[CH3:15])C1C=CC=CC=1. (4) The reactants are [CH3:1][C:2]1[O:6][N:5]=[C:4]([C:7]2[CH:12]=[CH:11][CH:10]=[CH:9][CH:8]=2)[C:3]=1[CH2:13][O:14][C:15]1[N:16]=[CH:17][C:18]([C:21]([OH:23])=O)=[N:19][CH:20]=1.[CH:24]1([NH2:27])[CH2:26][CH2:25]1. No catalyst specified. The product is [CH:24]1([NH:27][C:21]([C:18]2[CH:17]=[N:16][C:15]([O:14][CH2:13][C:3]3[C:4]([C:7]4[CH:8]=[CH:9][CH:10]=[CH:11][CH:12]=4)=[N:5][O:6][C:2]=3[CH3:1])=[CH:20][N:19]=2)=[O:23])[CH2:26][CH2:25]1. The yield is 0.280. (5) The reactants are [NH2:1][C:2]1[N:7]=[CH:6][N:5]=[C:4]2[N:8]([CH:14]([C:16]3[C:17]([O:35][CH3:36])=[C:18]([CH:24]4[CH2:27][N:26]([C:28]([O:30][C:31]([CH3:34])([CH3:33])[CH3:32])=[O:29])[CH2:25]4)[C:19]([CH3:23])=[C:20](Cl)[CH:21]=3)[CH3:15])[N:9]=[C:10]([CH:11]([F:13])[F:12])[C:3]=12.[CH3:37][N:38]1CCCC1=O. The catalyst is [Zn].CC(C)([P](C(C)(C)C)([Pd][P](C(C)(C)C)(C(C)(C)C)C(C)(C)C)C(C)(C)C)C.[C-]#N.[Zn+2].[C-]#N. The product is [NH2:1][C:2]1[N:7]=[CH:6][N:5]=[C:4]2[N:8]([CH:14]([C:16]3[C:17]([O:35][CH3:36])=[C:18]([CH:24]4[CH2:27][N:26]([C:28]([O:30][C:31]([CH3:34])([CH3:33])[CH3:32])=[O:29])[CH2:25]4)[C:19]([CH3:23])=[C:20]([C:37]#[N:38])[CH:21]=3)[CH3:15])[N:9]=[C:10]([CH:11]([F:13])[F:12])[C:3]=12. The yield is 0.960. (6) The reactants are [C:1]([O:8][CH3:9])(=[O:7])/[CH:2]=[CH:3]/[C:4]([OH:6])=[O:5].Cl[CH2:11][C:12]([N:14]1[CH2:19][CH2:18][O:17][CH2:16][CH2:15]1)=[O:13]. The catalyst is CN1C(=O)CCC1. The product is [C:1]([O:8][CH3:9])(=[O:7])/[CH:2]=[CH:3]/[C:4]([O:6][CH2:11][C:12]([N:14]1[CH2:19][CH2:18][O:17][CH2:16][CH2:15]1)=[O:13])=[O:5]. The yield is 0.350.